This data is from Forward reaction prediction with 1.9M reactions from USPTO patents (1976-2016). The task is: Predict the product of the given reaction. Given the reactants [NH2:1][C:2]1[N:3]=[C:4]([S:10][CH3:11])[S:5][C:6]=1[C:7]([NH2:9])=[O:8].[F:12][C:13]([F:24])([C:17]1[CH:22]=[CH:21][C:20]([F:23])=[CH:19][CH:18]=1)[C:14](O)=O.C[Si](OP(=O)=O)(C)C, predict the reaction product. The product is: [F:24][C:13]([F:12])([C:17]1[CH:22]=[CH:21][C:20]([F:23])=[CH:19][CH:18]=1)[C:14]1[NH:9][C:7](=[O:8])[C:6]2[S:5][C:4]([S:10][CH3:11])=[N:3][C:2]=2[N:1]=1.